Predict the product of the given reaction. From a dataset of Forward reaction prediction with 1.9M reactions from USPTO patents (1976-2016). (1) Given the reactants C[O:2][C:3](=[O:23])[C:4]1[CH:16]=[C:15]([N:17]([S:19]([CH3:22])(=[O:21])=[O:20])[CH3:18])[CH:14]=[C:6]([C:7]([N:9]([CH3:13])[CH2:10][CH2:11][CH3:12])=[O:8])[CH:5]=1.[OH-].[Na+].Cl, predict the reaction product. The product is: [CH3:22][S:19]([N:17]([CH3:18])[C:15]1[CH:14]=[C:6]([C:7]([N:9]([CH3:13])[CH2:10][CH2:11][CH3:12])=[O:8])[CH:5]=[C:4]([CH:16]=1)[C:3]([OH:23])=[O:2])(=[O:21])=[O:20]. (2) Given the reactants [NH2:1][C:2]1[CH:14]=[CH:13][C:5]([O:6][CH2:7][C:8]([O:10][CH2:11][CH3:12])=[O:9])=[CH:4][C:3]=1[CH2:15][OH:16].C1N=CN([C:22](N2C=NC=C2)=[O:23])C=1, predict the reaction product. The product is: [O:23]=[C:22]1[NH:1][C:2]2[CH:14]=[CH:13][C:5]([O:6][CH2:7][C:8]([O:10][CH2:11][CH3:12])=[O:9])=[CH:4][C:3]=2[CH2:15][O:16]1. (3) The product is: [C:60]([O:59][C@@H:4]1[C:3]2[C:15]([CH3:16])([CH3:17])[C@@:14]([OH:41])([CH2:18][C@H:19]([O:20][C:21](=[O:22])[C@H:23]([O:40][Si:69]3([O:75][CH2:76][C:77]([O:79][CH2:80][C:81]4[CH:82]=[CH:83][CH:84]=[CH:85][CH:86]=4)=[O:78])[CH2:74][CH2:73][CH2:72][CH2:71][CH2:70]3)[C@@H:24]([NH:31][C:32](=[O:33])[C:34]3[CH:39]=[CH:38][CH:37]=[CH:36][CH:35]=3)[C:25]3[CH:26]=[CH:27][CH:28]=[CH:29][CH:30]=3)[C:2]=2[CH3:1])[C@@H:13]([O:42][C:43](=[O:44])[C:45]2[CH:50]=[CH:49][CH:48]=[CH:47][CH:46]=2)[CH:12]2[C@:11]3([O:53][C:54](=[O:55])[CH3:56])[CH2:51][O:52][C@@H:10]3[CH2:9][C@H:8]([OH:57])[C@@:7]2([CH3:58])[C:5]1=[O:6])(=[O:61])[CH3:62]. Given the reactants [CH3:1][C:2]1[C@@H:19]([O:20][C:21]([C@H:23]([OH:40])[C@@H:24]([NH:31][C:32]([C:34]2[CH:35]=[CH:36][CH:37]=[CH:38][CH:39]=2)=[O:33])[C:25]2[CH:26]=[CH:27][CH:28]=[CH:29][CH:30]=2)=[O:22])[CH2:18][C@:14]2([OH:41])[C:15]([CH3:17])([CH3:16])[C:3]=1[C@@H:4]([O:59][C:60]([CH3:62])=[O:61])[C:5]([C@@:7]1([CH3:58])[C@H:12]([C@@H:13]2[O:42][C:43]([C:45]2[CH:46]=[CH:47][CH:48]=[CH:49][CH:50]=2)=[O:44])[C@:11]2([O:53][C:54]([CH3:56])=[O:55])[CH2:51][O:52][C@@H:10]2[CH2:9][C@@H:8]1[OH:57])=[O:6].N1C=CN=C1.Cl[Si:69]1([O:75][CH2:76][C:77]([O:79][CH2:80][C:81]2[CH:86]=[CH:85][CH:84]=[CH:83][CH:82]=2)=[O:78])[CH2:74][CH2:73][CH2:72][CH2:71][CH2:70]1.[SiH3]Cl, predict the reaction product. (4) Given the reactants [Cl:1][C:2]1[CH:3]=[C:4]([N:10]2[C:14]([CH3:15])=[C:13]([CH2:16][C:17]3[CH:25]=[CH:24][C:20]([C:21]([OH:23])=O)=[CH:19][CH:18]=3)[C:12]([CH3:26])=[N:11]2)[CH:5]=[CH:6][C:7]=1[C:8]#[N:9].Cl.[F:28][C:29]([F:33])([F:32])[CH2:30][NH2:31], predict the reaction product. The product is: [Cl:1][C:2]1[CH:3]=[C:4]([N:10]2[C:14]([CH3:15])=[C:13]([CH2:16][C:17]3[CH:18]=[CH:19][C:20]([C:21]([NH:31][CH2:30][C:29]([F:33])([F:32])[F:28])=[O:23])=[CH:24][CH:25]=3)[C:12]([CH3:26])=[N:11]2)[CH:5]=[CH:6][C:7]=1[C:8]#[N:9]. (5) The product is: [F:1][C:2]1[CH:3]=[CH:4][C:5]([C:8]2[O:12][C:11]([C:23]3[C:32]([N:33]([CH3:37])[CH:34]([CH3:35])[CH3:36])=[N:31][C:30]4[C:25](=[CH:26][CH:27]=[C:28]([C:38]([O:40][CH3:41])=[O:39])[CH:29]=4)[N:24]=3)=[CH:10][CH:9]=2)=[CH:6][CH:7]=1. Given the reactants [F:1][C:2]1[CH:7]=[CH:6][C:5]([C:8]2[O:12][C:11](B3OC(C)(C)C(C)(C)O3)=[CH:10][CH:9]=2)=[CH:4][CH:3]=1.Cl[C:23]1[C:32]([N:33]([CH3:37])[CH:34]([CH3:36])[CH3:35])=[N:31][C:30]2[C:25](=[CH:26][CH:27]=[C:28]([C:38]([O:40][CH3:41])=[O:39])[CH:29]=2)[N:24]=1.[O-]P([O-])([O-])=O.[K+].[K+].[K+], predict the reaction product.